This data is from Forward reaction prediction with 1.9M reactions from USPTO patents (1976-2016). The task is: Predict the product of the given reaction. (1) Given the reactants [NH3:1].[O:2]1[C:7]2[CH:8]=[CH:9][C:10](C=O)=[CH:11][C:6]=2[O:5][CH2:4][CH2:3]1.[H][H].[CH3:16]C(O)C.[ClH:20], predict the reaction product. The product is: [ClH:20].[O:2]1[C:7]2[CH:8]=[CH:9][C:10]([NH:1][CH3:16])=[CH:11][C:6]=2[O:5][CH2:4][CH2:3]1. (2) Given the reactants [Cl:1][C:2]1[CH:7]=[CH:6][C:5]([O:8][C:9]2[CH:14]=[CH:13][C:12]([CH2:15][CH2:16][O:17][C:18]3[NH:19][CH:20]=[C:21]([CH2:25][C:26]4[CH:27]=[N:28][C:29]([O:32][CH3:33])=[N:30][CH:31]=4)[C:22](=[O:24])[N:23]=3)=[CH:11][CH:10]=2)=[CH:4][C:3]=1[C:34]([F:37])([F:36])[F:35].[CH3:38]CN(C(C)C)C(C)C.CI, predict the reaction product. The product is: [Cl:1][C:2]1[CH:7]=[CH:6][C:5]([O:8][C:9]2[CH:10]=[CH:11][C:12]([CH2:15][CH2:16][O:17][C:18]3[N:19]([CH3:38])[CH:20]=[C:21]([CH2:25][C:26]4[CH:31]=[N:30][C:29]([O:32][CH3:33])=[N:28][CH:27]=4)[C:22](=[O:24])[N:23]=3)=[CH:13][CH:14]=2)=[CH:4][C:3]=1[C:34]([F:37])([F:35])[F:36]. (3) Given the reactants [F:1][C:2]1[CH:16]=[CH:15][C:5]([CH:6](O)[C:7]2[CH:12]=[CH:11][C:10]([F:13])=[CH:9][CH:8]=2)=[CH:4][CH:3]=1.Cl.[F:18][C:19]1[CH:24]=[CH:23][C:22]([CH:25]([C:33]2[CH:38]=[CH:37][C:36]([F:39])=[CH:35][CH:34]=2)[CH:26]2[C:31](=[O:32])[CH2:30][CH2:29][NH:28][CH2:27]2)=[CH:21][CH:20]=1.C(N(C(C)C)CC)(C)C.ClCCl, predict the reaction product. The product is: [F:1][C:2]1[CH:16]=[CH:15][C:5]([CH:6]([C:7]2[CH:12]=[CH:11][C:10]([F:13])=[CH:9][CH:8]=2)[N:28]2[CH2:29][CH2:30][C:31](=[O:32])[CH:26]([CH:25]([C:22]3[CH:21]=[CH:20][C:19]([F:18])=[CH:24][CH:23]=3)[C:33]3[CH:34]=[CH:35][C:36]([F:39])=[CH:37][CH:38]=3)[CH2:27]2)=[CH:4][CH:3]=1. (4) Given the reactants [ClH:1].Cl.[NH2:3][CH:4]1[CH2:9][CH2:8][N:7]([CH2:10][C@H:11]2[N:21]3[C:22]4[N:13]([C:14](=[O:24])[CH:15]=[CH:16][C:17]=4[CH:18]=[CH:19][C:20]3=[O:23])[CH2:12]2)[CH2:6][CH2:5]1.C(N(CC)CC)C.[CH:32]1[C:37]2[CH2:38][CH2:39][CH2:40][C:36]=2[CH:35]=[C:34]([CH:41]=O)[N:33]=1.[BH-](OC(C)=O)(OC(C)=O)OC(C)=O.[Na+].C([O-])(O)=O.[Na+], predict the reaction product. The product is: [ClH:1].[CH:32]1[C:37]2[CH2:38][CH2:39][CH2:40][C:36]=2[CH:35]=[C:34]([CH2:41][NH:3][CH:4]2[CH2:5][CH2:6][N:7]([CH2:10][C@H:11]3[N:21]4[C:22]5[N:13]([C:14](=[O:24])[CH:15]=[CH:16][C:17]=5[CH:18]=[CH:19][C:20]4=[O:23])[CH2:12]3)[CH2:8][CH2:9]2)[N:33]=1. (5) Given the reactants [Li]C(C)(C)C.CCCCC.[CH3:11][O:12][C:13]1[CH:22]=[C:21]2[C:16]([CH:17]=[CH:18][C:19]([NH:23][C:24](=[O:30])[O:25][C:26]([CH3:29])([CH3:28])[CH3:27])=[CH:20]2)=[CH:15][CH:14]=1.ClCC[I:34].P([O-])([O-])([O-])=O, predict the reaction product. The product is: [I:34][C:18]1[C:19]([NH:23][C:24](=[O:30])[O:25][C:26]([CH3:27])([CH3:29])[CH3:28])=[CH:20][C:21]2[C:16]([CH:17]=1)=[CH:15][CH:14]=[C:13]([O:12][CH3:11])[CH:22]=2.[I:34][C:20]1[C:21]2[C:16](=[CH:15][CH:14]=[C:13]([O:12][CH3:11])[CH:22]=2)[CH:17]=[CH:18][C:19]=1[NH:23][C:24](=[O:30])[O:25][C:26]([CH3:27])([CH3:29])[CH3:28].